From a dataset of Reaction yield outcomes from USPTO patents with 853,638 reactions. Predict the reaction yield, written as a fraction of the theoretical maximum amount of product (1.0 means a 100% yield; for example, 0.34 means a 34% yield). (1) The reactants are C([O:3][C:4]([C:6]1([C:9]2[CH:14]=[CH:13][C:12]([C:15]3[CH:20]=[CH:19][C:18]([C:21]4[S:22][C:23]([F:41])=[CH:24][C:25]=4[NH:26][C:27]([O:29][CH:30]([C:32]4[CH:37]=[C:36]([F:38])[C:35]([F:39])=[CH:34][C:33]=4[F:40])[CH3:31])=[O:28])=[CH:17][CH:16]=3)=[CH:11][CH:10]=2)[CH2:8][CH2:7]1)=[O:5])C.[OH-].[Na+].Cl. The catalyst is C(O)(C)C. The product is [F:41][C:23]1[S:22][C:21]([C:18]2[CH:19]=[CH:20][C:15]([C:12]3[CH:13]=[CH:14][C:9]([C:6]4([C:4]([OH:5])=[O:3])[CH2:8][CH2:7]4)=[CH:10][CH:11]=3)=[CH:16][CH:17]=2)=[C:25]([NH:26][C:27]([O:29][CH:30]([C:32]2[CH:37]=[C:36]([F:38])[C:35]([F:39])=[CH:34][C:33]=2[F:40])[CH3:31])=[O:28])[CH:24]=1. The yield is 0.200. (2) The reactants are [Cl:1][C:2]1[CH:7]=[CH:6][C:5]([S:8]([N:11]([C:37]2[CH:42]=[C:41]([Cl:43])[CH:40]=[CH:39][C:38]=2[Cl:44])[C@H:12]([CH3:36])[CH2:13][CH2:14][CH2:15][O:16]C(C2C=CC=CC=2)(C2C=CC=CC=2)C2C=CC=CC=2)(=[O:10])=[O:9])=[CH:4][CH:3]=1. The catalyst is CO. The product is [Cl:1][C:2]1[CH:3]=[CH:4][C:5]([S:8]([N:11]([C:37]2[CH:42]=[C:41]([Cl:43])[CH:40]=[CH:39][C:38]=2[Cl:44])[C@H:12]([CH3:36])[CH2:13][CH2:14][CH2:15][OH:16])(=[O:10])=[O:9])=[CH:6][CH:7]=1. The yield is 0.630. (3) The reactants are S(OC)(O[CH3:5])(=O)=O.[Cl:8][C:9]1[NH:10][C:11]2[CH:17]=[CH:16][CH:15]=[CH:14][C:12]=2[N:13]=1.[OH-].[Na+]. No catalyst specified. The product is [Cl:8][C:9]1[N:13]([CH3:5])[C:12]2[CH:14]=[CH:15][CH:16]=[CH:17][C:11]=2[N:10]=1. The yield is 0.810. (4) The reactants are [F:1][C:2]([F:9])([F:8])[C:3]1[CH:7]=[CH:6][NH:5][N:4]=1.Cl[C:11]1[CH:20]=[C:19]([O:21][CH2:22][C:23]2[CH:28]=[CH:27][C:26]([O:29][CH3:30])=[CH:25][CH:24]=2)[C:18]2[C:13](=[C:14]([Cl:33])[C:15]([O:31][CH3:32])=[CH:16][CH:17]=2)[N:12]=1.COC1C(C)=C2C(C(OCC3C=CC(OC)=CC=3)=CC(N3C=CC(C(F)(F)F)=N3)=N2)=CC=1. No catalyst specified. The product is [Cl:33][C:14]1[C:15]([O:31][CH3:32])=[CH:16][CH:17]=[C:18]2[C:13]=1[N:12]=[C:11]([N:5]1[CH:6]=[CH:7][C:3]([C:2]([F:9])([F:8])[F:1])=[N:4]1)[CH:20]=[C:19]2[O:21][CH2:22][C:23]1[CH:28]=[CH:27][C:26]([O:29][CH3:30])=[CH:25][CH:24]=1. The yield is 0.510. (5) The reactants are [Cl:1][C:2]1[CH:3]=[CH:4][C:5]2[C:34]3[C:10](=[C:11]4[C:31](=[CH:32][CH:33]=3)[C:15]3[N:16]=[C:17]([C@@H:19]5[CH2:23][CH2:22][CH2:21][N:20]5[C:24]([O:26][C:27]([CH3:30])([CH3:29])[CH3:28])=[O:25])[NH:18][C:14]=3[CH2:13][CH2:12]4)[O:9][CH2:8][C:6]=2[CH:7]=1. The catalyst is ClCCl.[O-2].[Mn+4].[O-2]. The product is [Cl:1][C:2]1[CH:3]=[CH:4][C:5]2[C:34]3[C:10](=[C:11]4[C:31](=[CH:32][CH:33]=3)[C:15]3[N:16]=[C:17]([C@@H:19]5[CH2:23][CH2:22][CH2:21][N:20]5[C:24]([O:26][C:27]([CH3:30])([CH3:29])[CH3:28])=[O:25])[NH:18][C:14]=3[CH:13]=[CH:12]4)[O:9][CH2:8][C:6]=2[CH:7]=1. The yield is 0.960. (6) The reactants are [C:1]([C:4]1[C:9](=[O:10])[C:8]([O:11][CH3:12])=[CH:7][N:6]([C:13]2[CH:18]=[CH:17][CH:16]=[CH:15][C:14]=2[O:19][CH:20]([F:22])[F:21])[N:5]=1)(=[O:3])[CH3:2].CO[CH:25](OC)[N:26]([CH3:28])[CH3:27]. No catalyst specified. The product is [F:22][CH:20]([F:21])[O:19][C:14]1[CH:15]=[CH:16][CH:17]=[CH:18][C:13]=1[N:6]1[CH:7]=[C:8]([O:11][CH3:12])[C:9](=[O:10])[C:4]([C:1](=[O:3])[CH:2]=[CH:25][N:26]([CH3:28])[CH3:27])=[N:5]1. The yield is 0.930.